Predict the reactants needed to synthesize the given product. From a dataset of Full USPTO retrosynthesis dataset with 1.9M reactions from patents (1976-2016). (1) The reactants are: [Cl:1][C:2]1[CH:29]=[CH:28][C:5]([O:6][C:7]([N:9]([CH3:27])[CH2:10][CH2:11][C@H:12]2[CH2:17][CH2:16][C@H:15]([C:18]([N:20]([CH3:26])[CH2:21][CH2:22][C:23]([OH:25])=O)=[O:19])[CH2:14][CH2:13]2)=[O:8])=[CH:4][CH:3]=1.C(Cl)(=O)C(Cl)=O.[CH3:36][NH2:37]. Given the product [Cl:1][C:2]1[CH:3]=[CH:4][C:5]([O:6][C:7](=[O:8])[N:9]([CH3:27])[CH2:10][CH2:11][C@H:12]2[CH2:17][CH2:16][C@H:15]([C:18](=[O:19])[N:20]([CH3:26])[CH2:21][CH2:22][C:23](=[O:25])[NH:37][CH3:36])[CH2:14][CH2:13]2)=[CH:28][CH:29]=1, predict the reactants needed to synthesize it. (2) Given the product [CH2:44]([O:43][CH:39]([O:40][CH2:41][CH3:42])[C@@H:38]([N:26]([CH2:27][C:28]1[C:37]2[C:32](=[CH:33][CH:34]=[CH:35][CH:36]=2)[CH:31]=[CH:30][CH:29]=1)[C:24](=[O:25])[C@@H:23]([NH:22][C:19](=[O:20])[CH2:18][N:2]([CH3:1])[NH:3][C:4]([NH:5][CH2:6][C:7]1[C:16]2[C:11](=[CH:12][CH:13]=[CH:14][CH:15]=2)[CH:10]=[CH:9][CH:8]=1)=[O:17])[CH2:47][C:48](=[O:49])[NH:50][C:51]([C:64]1[CH:69]=[CH:68][CH:67]=[CH:66][CH:65]=1)([C:52]1[CH:53]=[CH:54][CH:55]=[CH:56][CH:57]=1)[C:58]1[CH:59]=[CH:60][CH:61]=[CH:62][CH:63]=1)[CH3:46])[CH3:45], predict the reactants needed to synthesize it. The reactants are: [CH3:1][N:2]([CH2:18][C:19](O)=[O:20])[NH:3][C:4](=[O:17])[NH:5][CH2:6][C:7]1[C:16]2[C:11](=[CH:12][CH:13]=[CH:14][CH:15]=2)[CH:10]=[CH:9][CH:8]=1.[NH2:22][C@@H:23]([CH2:47][C:48]([NH:50][C:51]([C:64]1[CH:69]=[CH:68][CH:67]=[CH:66][CH:65]=1)([C:58]1[CH:63]=[CH:62][CH:61]=[CH:60][CH:59]=1)[C:52]1[CH:57]=[CH:56][CH:55]=[CH:54][CH:53]=1)=[O:49])[C:24]([N:26]([C@@H:38]([CH3:46])[CH:39]([O:43][CH2:44][CH3:45])[O:40][CH2:41][CH3:42])[CH2:27][C:28]1[C:37]2[C:32](=[CH:33][CH:34]=[CH:35][CH:36]=2)[CH:31]=[CH:30][CH:29]=1)=[O:25]. (3) Given the product [Br:1][C:2]1[C:3]([NH:9][C:10]2[CH:15]=[CH:14][CH:13]=[CH:12][C:11]=2[O:16][CH3:17])=[N:4][C:5]([NH:29][C:28]2[CH:27]=[CH:26][C:25]([O:24][CH2:23][CH2:22][N:21]([CH2:32][CH3:33])[CH2:19][CH3:20])=[CH:31][CH:30]=2)=[N:6][CH:7]=1, predict the reactants needed to synthesize it. The reactants are: [Br:1][C:2]1[C:3]([NH:9][C:10]2[CH:15]=[CH:14][CH:13]=[CH:12][C:11]=2[O:16][CH3:17])=[N:4][C:5](Cl)=[N:6][CH:7]=1.Cl.[CH2:19]([N:21]([CH2:32][CH3:33])[CH2:22][CH2:23][O:24][C:25]1[CH:31]=[CH:30][C:28]([NH2:29])=[CH:27][CH:26]=1)[CH3:20].Cl.O.